This data is from Reaction yield outcomes from USPTO patents with 853,638 reactions. The task is: Predict the reaction yield, written as a fraction of the theoretical maximum amount of product (1.0 means a 100% yield; for example, 0.34 means a 34% yield). (1) The reactants are [O:1]([C:8]1[CH:15]=[CH:14][C:11]([CH:12]=O)=[CH:10][CH:9]=1)[C:2]1[CH:7]=[CH:6][CH:5]=[CH:4][CH:3]=1.[C:16]([NH:19][NH2:20])([NH2:18])=[NH:17].[ClH:21]. No catalyst specified. The product is [ClH:21].[O:1]([C:8]1[CH:15]=[CH:14][C:11]([CH:12]=[N:20][NH:19][C:16]([NH2:18])=[NH:17])=[CH:10][CH:9]=1)[C:2]1[CH:7]=[CH:6][CH:5]=[CH:4][CH:3]=1. The yield is 0.750. (2) The reactants are [H-].[Na+].[C:3]1([CH:10]=[CH:9][C:7](O)=[CH:6][CH:5]=1)[OH:4].C[N:12](C)[S:13](Cl)(=[O:15])=[O:14]. The catalyst is COCCOC. The product is [C:3]1([OH:4])[CH:10]=[CH:9][CH:7]=[CH:6][CH:5]=1.[S:13](=[O:15])(=[O:4])([OH:14])[NH2:12]. The yield is 0.320.